This data is from Forward reaction prediction with 1.9M reactions from USPTO patents (1976-2016). The task is: Predict the product of the given reaction. (1) Given the reactants [C:1](=[O:8])([O:3][C:4]([CH3:7])([CH3:6])[CH3:5])[NH2:2].[OH-].[Na+].Cl[O:12]C(C)(C)C.[CH3:62][CH2:61][C@H:60]1[C@H:55]2[CH2:54][C@H:53]([C@H:52](OC3C4C(=CC=CC=4)C(O[C@H:52]([C:63]4C=CN=[C:69]5[C:64]=4[CH:65]=[C:66](OC)[CH:67]=[CH:68]5)[C@@H:53]4N5C[C@H:60]([CH2:61][CH3:62])[C@@H:55]([CH2:56][CH2:57]5)[CH2:54]4)=NN=3)[C:63]3C=CN=[C:65]4[C:64]=3[CH:69]=[C:68](OC)[CH:67]=[CH:66]4)N([CH2:57][CH2:56]2)C1.C1(C#CC2C=CC=C(C=C)C=2)C=CC=CC=1, predict the reaction product. The product is: [OH:12][CH2:57][C@@H:56]([NH:2][C:1](=[O:8])[O:3][C:4]([CH3:7])([CH3:6])[CH3:5])[C:55]1[CH:60]=[CH:61][CH:62]=[C:53]([C:52]#[C:63][C:64]2[CH:65]=[CH:66][CH:67]=[CH:68][CH:69]=2)[CH:54]=1. (2) Given the reactants [Br:1][C:2]1[N:7]=[C:6]2[NH:8][CH:9]=[CH:10][C:5]2=[CH:4][CH:3]=1.N#N.[H-].[Na+].[CH:15]([Si:18](Cl)([CH:22]([CH3:24])[CH3:23])[CH:19]([CH3:21])[CH3:20])([CH3:17])[CH3:16], predict the reaction product. The product is: [Br:1][C:2]1[N:7]=[C:6]2[N:8]([Si:18]([CH:22]([CH3:24])[CH3:23])([CH:19]([CH3:21])[CH3:20])[CH:15]([CH3:17])[CH3:16])[CH:9]=[CH:10][C:5]2=[CH:4][CH:3]=1. (3) Given the reactants F[C:2]1[CH:3]=[C:4]([I:21])[CH:5]=[C:6]2[C:11]=1[N:10]([CH2:12][CH2:13][OH:14])[CH:9]=[C:8]([C:15]([O:17][CH2:18][CH3:19])=[O:16])[C:7]2=[O:20].N12CCCN=C1CCCCC2, predict the reaction product. The product is: [I:21][C:4]1[CH:5]=[C:6]2[C:11]3=[C:2]([O:14][CH2:13][CH2:12][N:10]3[CH:9]=[C:8]([C:15]([O:17][CH2:18][CH3:19])=[O:16])[C:7]2=[O:20])[CH:3]=1. (4) Given the reactants C([N:3]([CH:7](C)C)[CH:4]([CH3:6])[CH3:5])C.N1([O:19][P+](N(C)C)(N(C)C)N(C)C)C2C=CC=CC=2N=N1.F[P-](F)(F)(F)(F)F.[Cl:37][C:38]1[CH:39]=[N:40][C:41]2[C:46]([CH:47]=1)=[CH:45][C:44]([O:48][CH2:49][S:50][CH2:51]C(O)=O)=[CH:43][C:42]=2[CH3:55].Cl.C[C:58](N)([CH3:62])C#CC, predict the reaction product. The product is: [Cl:37][C:38]1[CH:39]=[N:40][C:41]2[C:46]([CH:47]=1)=[CH:45][C:44]([O:48][CH:49]([S:50][CH3:51])[C:7]([NH:3][C:4]([CH3:5])([CH3:6])[C:58]#[CH:62])=[O:19])=[CH:43][C:42]=2[CH3:55]. (5) Given the reactants [C:1]([O:5][C:6]([N:8]1[CH2:13][CH2:12][CH:11]([C:14](=[O:25])[NH:15][C:16]2[CH:21]=[C:20]([O:22][CH3:23])[CH:19]=[CH:18][C:17]=2[Br:24])[CH2:10][CH2:9]1)=[O:7])([CH3:4])([CH3:3])[CH3:2].[H-].[Na+].[CH2:28](I)[CH3:29], predict the reaction product. The product is: [C:1]([O:5][C:6]([N:8]1[CH2:9][CH2:10][CH:11]([C:14](=[O:25])[N:15]([C:16]2[CH:21]=[C:20]([O:22][CH3:23])[CH:19]=[CH:18][C:17]=2[Br:24])[CH2:28][CH3:29])[CH2:12][CH2:13]1)=[O:7])([CH3:4])([CH3:2])[CH3:3].